This data is from Forward reaction prediction with 1.9M reactions from USPTO patents (1976-2016). The task is: Predict the product of the given reaction. (1) Given the reactants [Cl-].[Cl:2][C:3]1[N:8]=[C:7]([C:9]2[S:13][CH:12]=[N:11][C:10]=2[C:14]2[CH:15]=[C:16]([NH:20][C:21](=[O:28])[CH2:22][C:23]3[S:24][CH:25]=[CH:26][CH:27]=3)[CH:17]=[CH:18][CH:19]=2)[CH:6]=[CH:5][N:4]=1.[NH2:29][C:30]1[CH:31]=[CH:32][C:33]2[O:38][CH2:37][C:36](=[O:39])[NH:35][C:34]=2[CH:40]=1, predict the reaction product. The product is: [ClH:2].[O:39]=[C:36]1[NH:35][C:34]2[CH:40]=[C:30]([NH:29][C:3]3[N:8]=[C:7]([C:9]4[S:13][CH:12]=[N:11][C:10]=4[C:14]4[CH:15]=[C:16]([NH:20][C:21](=[O:28])[CH2:22][C:23]5[S:24][CH:25]=[CH:26][CH:27]=5)[CH:17]=[CH:18][CH:19]=4)[CH:6]=[CH:5][N:4]=3)[CH:31]=[CH:32][C:33]=2[O:38][CH2:37]1. (2) Given the reactants [CH2:1]([O:5][C:6]1[N:11]=[C:10](Cl)[CH:9]=[C:8]([N:13]2[CH2:18][CH2:17][O:16][CH2:15][CH2:14]2)[N:7]=1)[CH2:2][CH2:3][CH3:4].[NH2:19][NH2:20], predict the reaction product. The product is: [CH2:1]([O:5][C:6]1[N:11]=[C:10]([NH:19][NH2:20])[CH:9]=[C:8]([N:13]2[CH2:18][CH2:17][O:16][CH2:15][CH2:14]2)[N:7]=1)[CH2:2][CH2:3][CH3:4]. (3) The product is: [C:1]([O:5][C:6](=[O:19])[NH:7][CH2:8][CH2:9][CH2:10][CH2:11][C:12]1[CH:13]=[CH:14][C:15]([N:18]([S:28]([CH3:27])(=[O:30])=[O:29])[S:28]([CH3:27])(=[O:30])=[O:29])=[CH:16][CH:17]=1)([CH3:4])([CH3:2])[CH3:3]. Given the reactants [C:1]([O:5][C:6](=[O:19])[NH:7][CH2:8][CH2:9][CH2:10][CH2:11][C:12]1[CH:17]=[CH:16][C:15]([NH2:18])=[CH:14][CH:13]=1)([CH3:4])([CH3:3])[CH3:2].C(N(CC)CC)C.[CH3:27][S:28](Cl)(=[O:30])=[O:29], predict the reaction product. (4) Given the reactants [CH2:1]([O:5][C:6]1[C:11]([F:12])=[C:10](Cl)[N:9]=[CH:8][N:7]=1)[C:2]#[C:3][CH3:4].C(=O)([O-])[O-].[K+].[K+].Cl.[CH3:21][C:22]1([CH3:30])[CH2:27][C:26]([CH3:29])([CH3:28])[CH2:25][NH:24][CH2:23]1.[Cl-].[NH4+], predict the reaction product. The product is: [CH2:1]([O:5][C:6]1[C:11]([F:12])=[C:10]([N:24]2[CH2:25][C:26]([CH3:29])([CH3:28])[CH2:27][C:22]([CH3:30])([CH3:21])[CH2:23]2)[N:9]=[CH:8][N:7]=1)[C:2]#[C:3][CH3:4]. (5) The product is: [Br:27][CH2:26][CH2:2][CH2:3][C:4]1[C:8]2[CH:9]=[CH:10][CH:11]=[CH:12][C:7]=2[O:6][CH:5]=1. Given the reactants Br[CH2:2][CH2:3][C:4]1[C:8]2[CH:9]=[CH:10][CH:11]=[CH:12][C:7]=2[O:6][CH:5]=1.O1C2C=CC=CC=2C(CCCO)=C1.[C:26](Br)(Br)(Br)[Br:27].C1(P(C2C=CC=CC=2)C2C=CC=CC=2)C=CC=CC=1, predict the reaction product. (6) Given the reactants N(S(C(F)(F)F)(=O)=O)S(C(F)(F)F)(=O)=[O:3].[Cl:16][C:17]1[CH:18]=[C:19]([C:24]([OH:32])([CH2:29][C:30]#[CH:31])[C:25]([F:28])([F:27])[F:26])[CH:20]=[C:21]([Cl:23])[CH:22]=1, predict the reaction product. The product is: [Cl:16][C:17]1[CH:18]=[C:19]([C:24]2([C:25]([F:26])([F:27])[F:28])[O:32][CH2:31][C:30](=[O:3])[CH2:29]2)[CH:20]=[C:21]([Cl:23])[CH:22]=1. (7) Given the reactants C(O[C:6](=O)[N:7](C)[C@@H:8]([C:15](=[O:18])[NH:16][CH3:17])[CH2:9][C:10]1[S:11][CH:12]=[CH:13][CH:14]=1)(C)(C)C.FC(F)(F)C(O)=O.O.C(=O)([O-])O.[Na+], predict the reaction product. The product is: [CH3:17][NH:16][C:15](=[O:18])[C@H:8]([NH:7][CH3:6])[CH2:9][C:10]1[S:11][CH:12]=[CH:13][CH:14]=1. (8) Given the reactants COC1C=[CH:15][C:6]([CH2:7]N2C=C(CN)N=N2)=[CH:5]C=1.[CH3:17][O:18][C:19]1[CH:32]=[CH:31][C:22]([CH2:23][N:24]2[C:28]([CH2:29][NH2:30])=[CH:27][N:26]=[N:25]2)=[CH:21][CH:20]=1.[CH:33]([C:35]1[CH:40]=[CH:39][C:38]([B:41]([OH:43])[OH:42])=[CH:37][CH:36]=1)=O.C(O[BH-](OC(=O)C)OC(=O)C)(=O)C.[Na+].C1(B(O)O)C=CC=CC=1.COC1C=CC(CN2C(CNCOB(C3C=CC=CC=3)O)=CN=N2)=CC=1.[C:93](=[O:96])([O-])[O-:94].[K+].[K+], predict the reaction product. The product is: [C:6]([O:94][C:93]([N:30]([CH2:33][C:35]1[CH:40]=[CH:39][C:38]([B:41]([OH:43])[OH:42])=[CH:37][CH:36]=1)[CH2:29][C:28]1[N:24]([CH2:23][C:22]2[CH:21]=[CH:20][C:19]([O:18][CH3:17])=[CH:32][CH:31]=2)[N:25]=[N:26][CH:27]=1)=[O:96])([CH3:15])([CH3:7])[CH3:5]. (9) Given the reactants [Br:1][C:2]1[C:3]([CH:8]2[CH2:11][N:10](C(OC(C)(C)C)=O)[CH2:9]2)=[N:4][CH:5]=[CH:6][CH:7]=1.[ClH:19], predict the reaction product. The product is: [ClH:19].[NH:10]1[CH2:9][CH:8]([C:3]2[C:2]([Br:1])=[CH:7][CH:6]=[CH:5][N:4]=2)[CH2:11]1. (10) Given the reactants [Br:1][C:2]1[CH:7]=[N:6][C:5](I)=[CH:4][N:3]=1.[CH2:9]([N:13]1[CH:17]=[CH:16][N:15]=[N:14]1)[CH2:10][C:11]#[CH:12].C(N(CC)CC)C.ClCCl, predict the reaction product. The product is: [Br:1][C:2]1[CH:7]=[N:6][C:5]([C:12]#[C:11][CH2:10][CH2:9][N:13]2[CH:17]=[CH:16][N:15]=[N:14]2)=[CH:4][N:3]=1.